From a dataset of Cav3 T-type calcium channel HTS with 100,875 compounds. Binary Classification. Given a drug SMILES string, predict its activity (active/inactive) in a high-throughput screening assay against a specified biological target. The compound is O(c1c(Nc2ncccc2C(=O)NCc2ccccc2)cccc1)C. The result is 0 (inactive).